Predict the reaction yield, written as a fraction of the theoretical maximum amount of product (1.0 means a 100% yield; for example, 0.34 means a 34% yield). From a dataset of Reaction yield outcomes from USPTO patents with 853,638 reactions. (1) The reactants are [CH3:1][C:2]1[C:3]([CH:8]2[CH2:13][CH2:12][CH2:11][CH:10]([C:14]3[C:19]([CH3:20])=[CH:18][CH:17]=[CH:16][N:15]=3)[NH:9]2)=[N:4][CH:5]=[CH:6][CH:7]=1.Br[CH2:22][C:23]1[CH:28]=[CH:27][C:26]([C:29]#[N:30])=[CH:25][CH:24]=1.CCN(C(C)C)C(C)C. The catalyst is CN(C=O)C. The product is [CH3:1][C:2]1[C:3]([CH:8]2[CH2:13][CH2:12][CH2:11][CH:10]([C:14]3[C:19]([CH3:20])=[CH:18][CH:17]=[CH:16][N:15]=3)[N:9]2[CH2:22][C:23]2[CH:28]=[CH:27][C:26]([C:29]#[N:30])=[CH:25][CH:24]=2)=[N:4][CH:5]=[CH:6][CH:7]=1. The yield is 0.940. (2) The reactants are [O:1]=[C:2]([CH2:49][CH2:50][CH2:51][C:52](=[O:72])[NH:53][C:54]1[CH:55]=[N:56][C:57]([C:60]2[N:61]=[N:62][C:63]([C:66]3[CH:71]=[CH:70][CH:69]=[CH:68][N:67]=3)=[N:64][N:65]=2)=[CH:58][CH:59]=1)[NH:3][CH2:4][CH2:5][O:6][CH2:7][CH2:8][O:9][CH2:10][CH2:11][O:12][CH2:13][CH2:14][O:15][CH2:16][CH2:17][O:18][CH2:19][CH2:20][O:21][CH2:22][CH2:23][O:24][CH2:25][CH2:26][O:27][CH2:28][CH2:29][O:30][CH2:31][CH2:32][O:33][CH2:34][CH2:35][O:36][CH2:37][CH2:38][O:39][CH2:40][CH2:41][C:42]([O:44]C(C)(C)C)=[O:43].C(O)(C(F)(F)F)=O. The catalyst is C(Cl)Cl. The product is [O:1]=[C:2]([CH2:49][CH2:50][CH2:51][C:52](=[O:72])[NH:53][C:54]1[CH:55]=[N:56][C:57]([C:60]2[N:61]=[N:62][C:63]([C:66]3[CH:71]=[CH:70][CH:69]=[CH:68][N:67]=3)=[N:64][N:65]=2)=[CH:58][CH:59]=1)[NH:3][CH2:4][CH2:5][O:6][CH2:7][CH2:8][O:9][CH2:10][CH2:11][O:12][CH2:13][CH2:14][O:15][CH2:16][CH2:17][O:18][CH2:19][CH2:20][O:21][CH2:22][CH2:23][O:24][CH2:25][CH2:26][O:27][CH2:28][CH2:29][O:30][CH2:31][CH2:32][O:33][CH2:34][CH2:35][O:36][CH2:37][CH2:38][O:39][CH2:40][CH2:41][C:42]([OH:44])=[O:43]. The yield is 1.00.